This data is from Forward reaction prediction with 1.9M reactions from USPTO patents (1976-2016). The task is: Predict the product of the given reaction. (1) Given the reactants [Cl:1][C:2]1[CH:17]=[CH:16][C:5]([CH2:6][C:7]2[C:15]3[C:10](=[CH:11][CH:12]=[CH:13][CH:14]=3)[NH:9][CH:8]=2)=[CH:4][CH:3]=1.C1C(=O)N([Br:25])C(=O)C1, predict the reaction product. The product is: [Br:25][C:8]1[NH:9][C:10]2[C:15]([C:7]=1[CH2:6][C:5]1[CH:4]=[CH:3][C:2]([Cl:1])=[CH:17][CH:16]=1)=[CH:14][CH:13]=[CH:12][CH:11]=2. (2) Given the reactants [CH:1]1[CH:10]=[CH:9][C:8]2[O:11][CH2:12][CH2:13][CH2:14][N:6]3[C:7]=2[C:2]=1[C@H:3]1[CH2:17][N:16](C(OC(C)(C)C)=O)[CH2:15][C@H:4]1[CH2:5]3.FC(F)(F)C(O)=O.[ClH:32].CCOCC, predict the reaction product. The product is: [ClH:32].[ClH:32].[CH:1]1[CH:10]=[CH:9][C:8]2[O:11][CH2:12][CH2:13][CH2:14][N:6]3[C:7]=2[C:2]=1[C@H:3]1[CH2:17][NH:16][CH2:15][C@H:4]1[CH2:5]3. (3) Given the reactants C(OC(=O)[NH:7][C:8]1[CH:13]=[C:12]([N:14]2[CH2:18][CH2:17][CH2:16][CH2:15]2)[C:11]([CH3:19])=[CH:10][C:9]=1[NH:20][C:21](=[O:44])[CH2:22][C:23](=O)[C:24]1[CH:29]=[CH:28][CH:27]=[C:26]([N:30]2[C:34]([CH2:35][O:36]C3CCCCO3)=[CH:33][N:32]=[N:31]2)[CH:25]=1)(C)(C)C.C(O)(C(F)(F)F)=O, predict the reaction product. The product is: [OH:36][CH2:35][C:34]1[N:30]([C:26]2[CH:25]=[C:24]([C:23]3[CH2:22][C:21](=[O:44])[NH:20][C:9]4[CH:10]=[C:11]([CH3:19])[C:12]([N:14]5[CH2:18][CH2:17][CH2:16][CH2:15]5)=[CH:13][C:8]=4[N:7]=3)[CH:29]=[CH:28][CH:27]=2)[N:31]=[N:32][CH:33]=1. (4) Given the reactants [Br:1][C:2]1[CH:6]=[N:5][N:4]([CH3:7])[C:3]=1[C:8]1[CH:9]=[C:10]([NH2:22])[CH:11]=[CH:12][C:13]=1[O:14][CH2:15][CH2:16][N:17]1[CH2:21][CH2:20][CH2:19][CH2:18]1.[F:23][C:24]1[CH:25]=[C:26]([CH:30]=[CH:31][CH:32]=1)[C:27](Cl)=[O:28].C(N(CC)CC)C, predict the reaction product. The product is: [Br:1][C:2]1[CH:6]=[N:5][N:4]([CH3:7])[C:3]=1[C:8]1[CH:9]=[C:10]([NH:22][C:27](=[O:28])[C:26]2[CH:30]=[CH:31][CH:32]=[C:24]([F:23])[CH:25]=2)[CH:11]=[CH:12][C:13]=1[O:14][CH2:15][CH2:16][N:17]1[CH2:18][CH2:19][CH2:20][CH2:21]1. (5) The product is: [CH2:43]([O:45][C:46](=[O:68])[C@@:47]([OH:67])([CH3:66])[CH2:48][N:49]([CH2:51][C:52]1[CH:53]=[CH:54][C:55]([C:58]2[CH:63]=[C:62]([Cl:64])[CH:61]=[CH:60][C:59]=2[F:65])=[CH:56][CH:57]=1)[NH:50][C:7]([C:5]1[O:4][N:3]=[C:2]([OH:1])[CH:6]=1)=[O:9])[CH3:44]. Given the reactants [OH:1][C:2]1[CH:6]=[C:5]([C:7]([OH:9])=O)[O:4][N:3]=1.CN(C(ON1N=NC2C=CC=NC1=2)=[N+](C)C)C.F[P-](F)(F)(F)(F)F.CCN(C(C)C)C(C)C.[CH2:43]([O:45][C:46](=[O:68])[C@@:47]([OH:67])([CH3:66])[CH2:48][N:49]([CH2:51][C:52]1[CH:57]=[CH:56][C:55]([C:58]2[CH:63]=[C:62]([Cl:64])[CH:61]=[CH:60][C:59]=2[F:65])=[CH:54][CH:53]=1)[NH2:50])[CH3:44], predict the reaction product. (6) Given the reactants [C:1]([O:5][C:6](=[O:22])[NH:7][C@@H:8]1[C@H:12]([CH2:13][F:14])[CH2:11][N:10](CC2C=CC=CC=2)[CH2:9]1)([CH3:4])([CH3:3])[CH3:2].C(N(C(C)C)CC)(C)C.Cl[C:33]([O:35][CH2:36][C:37]1[CH:42]=[CH:41][CH:40]=[CH:39][CH:38]=1)=[O:34], predict the reaction product. The product is: [CH2:36]([O:35][C:33]([N:10]1[CH2:11][C@@H:12]([CH2:13][F:14])[C@@H:8]([NH:7][C:6]([O:5][C:1]([CH3:4])([CH3:3])[CH3:2])=[O:22])[CH2:9]1)=[O:34])[C:37]1[CH:42]=[CH:41][CH:40]=[CH:39][CH:38]=1.